The task is: Predict the product of the given reaction.. This data is from Forward reaction prediction with 1.9M reactions from USPTO patents (1976-2016). (1) Given the reactants [NH:1]1[C:10]2[C:5](=[CH:6][CH:7]=[CH:8][CH:9]=2)[C:4](=[O:11])[CH2:3][CH2:2]1.[C:12](OC(=O)C)(=[O:14])[CH3:13], predict the reaction product. The product is: [C:12]([N:1]1[C:10]2[C:5](=[CH:6][CH:7]=[CH:8][CH:9]=2)[C:4](=[O:11])[CH2:3][CH2:2]1)(=[O:14])[CH3:13]. (2) Given the reactants [Cl:1][C:2]1[N:7]=[C:6]([C:8]2[CH:13]=[CH:12][CH:11]=[CH:10][CH:9]=2)[N:5]=[C:4]([N:14]([CH3:16])[CH3:15])[CH:3]=1.[NH2:17][C@@H:18]1[CH2:23][CH2:22][C@H:21]([NH:24][C:25](=[O:34])[C:26]2[CH:31]=[CH:30][C:29]([F:32])=[C:28]([Cl:33])[CH:27]=2)[CH2:20][CH2:19]1, predict the reaction product. The product is: [ClH:1].[Cl:33][C:28]1[CH:27]=[C:26]([CH:31]=[CH:30][C:29]=1[F:32])[C:25]([NH:24][C@H:21]1[CH2:20][CH2:19][C@@H:18]([NH:17][C:2]2[CH:3]=[C:4]([N:14]([CH3:16])[CH3:15])[N:5]=[C:6]([C:8]3[CH:13]=[CH:12][CH:11]=[CH:10][CH:9]=3)[N:7]=2)[CH2:23][CH2:22]1)=[O:34]. (3) Given the reactants [NH2:1][CH2:2][C@@H:3]1[C@H:8]([CH3:9])[CH2:7][CH2:6][CH2:5][N:4]1[C:10]([C:12]1[C:17]([C:18]2[CH:23]=[CH:22][CH:21]=[CH:20][N:19]=2)=[CH:16][CH:15]=[C:14]([CH3:24])[N:13]=1)=[O:11].Cl[C:26]1[N:27]=[N:28][C:29]([C:32]([F:35])([F:34])[F:33])=[CH:30][CH:31]=1, predict the reaction product. The product is: [CH3:9][C@@H:8]1[CH2:7][CH2:6][CH2:5][N:4]([C:10]([C:12]2[C:17]([C:18]3[CH:23]=[CH:22][CH:21]=[CH:20][N:19]=3)=[CH:16][CH:15]=[C:14]([CH3:24])[N:13]=2)=[O:11])[C@@H:3]1[CH2:2][NH:1][C:26]1[N:27]=[N:28][C:29]([C:32]([F:35])([F:34])[F:33])=[CH:30][CH:31]=1. (4) Given the reactants [C:1]([O:5][C:6](=[O:34])[N:7]([CH2:9][C:10]1[CH:14]=[C:13]([C:15]2[CH:20]=[CH:19][CH:18]=[C:17]([CH:21]=[N:22]O)[C:16]=2[F:24])[N:12]([S:25]([C:28]2[CH:29]=[N:30][CH:31]=[CH:32][CH:33]=2)(=[O:27])=[O:26])[CH:11]=1)[CH3:8])([CH3:4])([CH3:3])[CH3:2].C(N(CC)CC)C.CS(Cl)(=O)=O.O, predict the reaction product. The product is: [C:1]([O:5][C:6](=[O:34])[N:7]([CH2:9][C:10]1[CH:14]=[C:13]([C:15]2[CH:20]=[CH:19][CH:18]=[C:17]([C:21]#[N:22])[C:16]=2[F:24])[N:12]([S:25]([C:28]2[CH:29]=[N:30][CH:31]=[CH:32][CH:33]=2)(=[O:26])=[O:27])[CH:11]=1)[CH3:8])([CH3:4])([CH3:2])[CH3:3]. (5) Given the reactants [OH-].[Na+].C([O:7][C:8](=[O:22])[CH2:9][N:10]([S:12]([C:15]1[CH:16]=[N:17][C:18](Cl)=[CH:19][CH:20]=1)(=[O:14])=[O:13])[CH3:11])(C)(C)C.[C:23]([OH:27])#[C:24][CH2:25][CH3:26], predict the reaction product. The product is: [CH2:23]([O:27][C:18]1[N:17]=[CH:16][C:15]([S:12]([N:10]([CH2:9][C:8]([OH:7])=[O:22])[CH3:11])(=[O:13])=[O:14])=[CH:20][CH:19]=1)[C:24]#[C:25][CH3:26].